Predict the product of the given reaction. From a dataset of Forward reaction prediction with 1.9M reactions from USPTO patents (1976-2016). (1) Given the reactants [F:1][C:2]1[C:7]2[O:8][CH2:9][CH2:10][O:11][C:6]=2[CH:5]=[C:4]2[O:12][CH2:13][C:14]3([C:22]4[C:17](=[CH:18][CH:19]=[CH:20][CH:21]=4)[NH:16][C:15]3=[O:23])[C:3]=12.Br.Br[CH2:26][C:27]1[CH:32]=[CH:31][CH:30]=[CH:29][N:28]=1.C(=O)([O-])[O-].[Cs+].[Cs+], predict the reaction product. The product is: [F:1][C:2]1[C:7]2[O:8][CH2:9][CH2:10][O:11][C:6]=2[CH:5]=[C:4]2[O:12][CH2:13][C:14]3([C:22]4[C:17](=[CH:18][CH:19]=[CH:20][CH:21]=4)[N:16]([CH2:26][C:27]4[CH:32]=[CH:31][CH:30]=[CH:29][N:28]=4)[C:15]3=[O:23])[C:3]=12. (2) Given the reactants [Cl:1][C:2]1[CH:3]=[CH:4][C:5]([C:28]([F:31])([F:30])[F:29])=[C:6]([CH:27]=1)[CH2:7][N:8]1[CH2:13][CH2:12][NH:11][C:10]2[N:14]=[CH:15][C:16]([C:18]3[CH:26]=[CH:25][C:21]([C:22](O)=[O:23])=[CH:20][CH:19]=3)=[CH:17][C:9]1=2.[CH3:32][O:33][C:34]1[CH:35]=[C:36]([CH:39]=[CH:40][CH:41]=1)[CH2:37][NH2:38], predict the reaction product. The product is: [Cl:1][C:2]1[CH:3]=[CH:4][C:5]([C:28]([F:31])([F:29])[F:30])=[C:6]([CH:27]=1)[CH2:7][N:8]1[CH2:13][CH2:12][NH:11][C:10]2[N:14]=[CH:15][C:16]([C:18]3[CH:26]=[CH:25][C:21]([C:22]([NH:38][CH2:37][C:36]4[CH:39]=[CH:40][CH:41]=[C:34]([O:33][CH3:32])[CH:35]=4)=[O:23])=[CH:20][CH:19]=3)=[CH:17][C:9]1=2. (3) Given the reactants [C:1]([NH:8][C@H:9]([CH2:14][OH:15])[CH2:10][CH:11]([CH3:13])[CH3:12])([O:3][C:4]([CH3:7])([CH3:6])[CH3:5])=[O:2].[C:16]1([CH3:26])[CH:21]=[CH:20][C:19]([S:22](Cl)(=[O:24])=[O:23])=[CH:18][CH:17]=1.Cl, predict the reaction product. The product is: [C:4]([O:3][C:1]([NH:8][C@@H:9]([CH2:10][CH:11]([CH3:12])[CH3:13])[CH2:14][O:15][S:22]([C:19]1[CH:20]=[CH:21][C:16]([CH3:26])=[CH:17][CH:18]=1)(=[O:24])=[O:23])=[O:2])([CH3:6])([CH3:5])[CH3:7].